Dataset: Reaction yield outcomes from USPTO patents with 853,638 reactions. Task: Predict the reaction yield, written as a fraction of the theoretical maximum amount of product (1.0 means a 100% yield; for example, 0.34 means a 34% yield). (1) The reactants are [CH3:1][O:2][C:3](=[O:24])[C:4]1[CH:9]=[CH:8][C:7]([C:10]([O:12][N:13]2C(=O)C3C(=CC=CC=3)C2)=O)=[CH:6][C:5]=1[Br:23].CNN. The catalyst is C(Cl)Cl. The product is [CH3:1][O:2][C:3](=[O:24])[C:4]1[CH:9]=[CH:8][C:7]([CH2:10][O:12][NH2:13])=[CH:6][C:5]=1[Br:23]. The yield is 0.940. (2) The reactants are Cl[C:2]1[N:7]=[C:6]([NH:8][CH:9]2[CH2:17][CH:16]3[N:12]([CH2:13][CH2:14][CH2:15]3)[C:11]([CH3:19])([CH3:18])[CH2:10]2)[C:5]([F:20])=[CH:4][N:3]=1.[O:21]1[CH2:25][CH2:24][C@H:23]([O:26][C:27]2[CH:32]=[CH:31][C:30]([NH2:33])=[CH:29][C:28]=2[N:34]2[C:38](=[O:39])[N:37]([CH3:40])[N:36]=[N:35]2)[CH2:22]1. The catalyst is CC(O)C. The product is [NH3:3].[CH3:22][OH:21].[O:21]1[CH2:25][CH2:24][C@H:23]([O:26][C:27]2[CH:32]=[CH:31][C:30]([NH:33][C:2]3[N:7]=[C:6]([NH:8][CH:9]4[CH2:17][CH:16]5[N:12]([CH2:13][CH2:14][CH2:15]5)[C:11]([CH3:19])([CH3:18])[CH2:10]4)[C:5]([F:20])=[CH:4][N:3]=3)=[CH:29][C:28]=2[N:34]2[C:38](=[O:39])[N:37]([CH3:40])[N:36]=[N:35]2)[CH2:22]1. The yield is 0.0100.